Dataset: Reaction yield outcomes from USPTO patents with 853,638 reactions. Task: Predict the reaction yield, written as a fraction of the theoretical maximum amount of product (1.0 means a 100% yield; for example, 0.34 means a 34% yield). (1) The reactants are [Cl:1][S:2]([OH:5])(=O)=[O:3].[Br:6][C:7]1[CH:11]=[CH:10][S:9][CH:8]=1. The catalyst is C(Cl)Cl. The product is [Br:6][C:7]1[CH:11]=[CH:10][S:9][C:8]=1[S:2]([Cl:1])(=[O:5])=[O:3]. The yield is 0.300. (2) The reactants are [C:1]([O:5][C:6]([N:8]1[C:16]2[C:11](=[CH:12][C:13](Br)=[CH:14][CH:15]=2)[CH:10]=[CH:9]1)=[O:7])([CH3:4])([CH3:3])[CH3:2].[CH2:18]([OH:23])[CH2:19][CH2:20][C:21]#[CH:22].Cl. The catalyst is N1CCCCC1.[Pd].C1(P(C2C=CC=CC=2)C2C=CC=CC=2)C=CC=CC=1.C1(P(C2C=CC=CC=2)C2C=CC=CC=2)C=CC=CC=1.C1(P(C2C=CC=CC=2)C2C=CC=CC=2)C=CC=CC=1.C1(P(C2C=CC=CC=2)C2C=CC=CC=2)C=CC=CC=1.[Cu]I. The product is [C:1]([O:5][C:6]([N:8]1[C:16]2[C:11](=[CH:12][C:13]([C:22]#[C:21][CH2:20][CH2:19][CH2:18][OH:23])=[CH:14][CH:15]=2)[CH:10]=[CH:9]1)=[O:7])([CH3:4])([CH3:3])[CH3:2]. The yield is 0.770. (3) The reactants are [F:1][C:2]1[CH:10]=[CH:9][C:8]([N+:11]([O-:13])=[O:12])=[CH:7][C:3]=1[C:4](O)=[O:5].C(Cl)(=O)C([Cl:17])=O. The catalyst is O1CCCC1.CN(C)C=O.ClCCl. The product is [F:1][C:2]1[CH:10]=[CH:9][C:8]([N+:11]([O-:13])=[O:12])=[CH:7][C:3]=1[C:4]([Cl:17])=[O:5]. The yield is 1.00.